The task is: Predict the reactants needed to synthesize the given product.. This data is from Full USPTO retrosynthesis dataset with 1.9M reactions from patents (1976-2016). (1) Given the product [F:1][C:2]1[CH:3]=[C:4]2[C:8](=[CH:9][CH:10]=1)[N:7]([CH2:11][C:12]([OH:14])=[O:13])[C:6]([CH3:16])=[C:5]2[CH2:17][C:18]1[CH:23]=[CH:22][C:21](=[O:24])[N:20]([CH2:29][C:27]([OH:28])([C:26]([F:25])([F:34])[F:35])[C:30]([F:33])([F:32])[F:31])[N:19]=1, predict the reactants needed to synthesize it. The reactants are: [F:1][C:2]1[CH:3]=[C:4]2[C:8](=[CH:9][CH:10]=1)[N:7]([CH2:11][C:12]([O:14]C)=[O:13])[C:6]([CH3:16])=[C:5]2[CH2:17][C:18]1[CH:23]=[CH:22][C:21](=[O:24])[NH:20][N:19]=1.[F:25][C:26]([F:35])([F:34])[C:27]1([C:30]([F:33])([F:32])[F:31])[CH2:29][O:28]1. (2) The reactants are: [Cl:1][C:2]1[CH:7]=[C:6]2[NH:8][C:9](=[O:32])[C:10]3([CH:15]([C:16]4[CH:21]=[C:20]([C:22]([O:24]C)=[O:23])[CH:19]=[C:18]([Cl:26])[CH:17]=4)[CH2:14][C:13](=[O:27])[NH:12][CH:11]3[C:28](=[CH2:31])[CH2:29][CH3:30])[C:5]2=[CH:4][CH:3]=1.O1CCCC1.[OH-].[Na+]. Given the product [Cl:1][C:2]1[CH:7]=[C:6]2[NH:8][C:9](=[O:32])[C:10]3([CH:15]([C:16]4[CH:21]=[C:20]([C:22]([OH:24])=[O:23])[CH:19]=[C:18]([Cl:26])[CH:17]=4)[CH2:14][C:13](=[O:27])[NH:12][CH:11]3[C:28](=[CH2:31])[CH2:29][CH3:30])[C:5]2=[CH:4][CH:3]=1, predict the reactants needed to synthesize it.